This data is from Forward reaction prediction with 1.9M reactions from USPTO patents (1976-2016). The task is: Predict the product of the given reaction. (1) Given the reactants COC1C=CC=C[C:4]=1[OH:9].BrC1C([N+]([O-])=O)=CC=CN=1.[CH3:20][O:21][C:22]1[CH:35]=[CH:34][CH:33]=[CH:32][C:23]=1[O:24][C:25]1[C:30]([NH2:31])=[CH:29][CH:28]=[CH:27][N:26]=1.[NH2:36][C:37]1[S:38][CH:39]=[CH:40][N:41]=1, predict the reaction product. The product is: [CH3:20][O:21][C:22]1[CH:35]=[CH:34][CH:33]=[CH:32][C:23]=1[O:24][C:25]1[C:30]([NH:31][C:4]([NH:36][C:37]2[S:38][CH:39]=[CH:40][N:41]=2)=[O:9])=[CH:29][CH:28]=[CH:27][N:26]=1. (2) Given the reactants [CH3:1][C:2]([CH3:31])([CH3:30])[CH2:3][NH:4][C:5]1[C:6]([NH2:29])=[N:7][C:8]([C:12]2[C:20]3[C:15](=[N:16][CH:17]=[CH:18][CH:19]=3)[N:14]([CH2:21][C:22]3[CH:27]=[CH:26][CH:25]=[CH:24][C:23]=3[F:28])[N:13]=2)=[N:9][C:10]=1[NH2:11].C1N=CN([C:37](N2C=NC=C2)=[O:38])C=1.C(N(CC)CC)C, predict the reaction product. The product is: [NH2:29][C:6]1[N:7]=[C:8]([C:12]2[C:20]3[C:15](=[N:16][CH:17]=[CH:18][CH:19]=3)[N:14]([CH2:21][C:22]3[CH:27]=[CH:26][CH:25]=[CH:24][C:23]=3[F:28])[N:13]=2)[N:9]=[C:10]2[C:5]=1[N:4]([CH2:3][C:2]([CH3:31])([CH3:30])[CH3:1])[C:37](=[O:38])[NH:11]2. (3) Given the reactants [Si:1]([O:8][CH:9]1[CH2:14][CH2:13][CH:12]([C:15](OC)=[O:16])[CH2:11][CH2:10]1)([C:4]([CH3:7])([CH3:6])[CH3:5])([CH3:3])[CH3:2].[H-].[Al+3].[Li+].[H-].[H-].[H-].O.[OH-].[Na+], predict the reaction product. The product is: [Si:1]([O:8][CH:9]1[CH2:10][CH2:11][CH:12]([CH2:15][OH:16])[CH2:13][CH2:14]1)([C:4]([CH3:7])([CH3:6])[CH3:5])([CH3:3])[CH3:2]. (4) Given the reactants [OH-].[Na+].C[O:4][C:5]([C:7]1[N:8]=[N:9][C:10]([N:23]2[CH2:28][CH2:27][CH:26]([CH2:29][CH2:30][N:31]3[CH2:35][CH2:34][CH2:33][CH2:32]3)[CH2:25][CH2:24]2)=[CH:11][C:12]=1[NH:13][CH2:14][C:15]1[CH:20]=[CH:19][C:18]([Cl:21])=[CH:17][C:16]=1[Cl:22])=[O:6].Cl.P([O-])([O-])([O-])=O, predict the reaction product. The product is: [Cl:22][C:16]1[CH:17]=[C:18]([Cl:21])[CH:19]=[CH:20][C:15]=1[CH2:14][NH:13][C:12]1[CH:11]=[C:10]([N:23]2[CH2:28][CH2:27][CH:26]([CH2:29][CH2:30][N:31]3[CH2:32][CH2:33][CH2:34][CH2:35]3)[CH2:25][CH2:24]2)[N:9]=[N:8][C:7]=1[C:5]([OH:6])=[O:4]. (5) The product is: [CH3:1][O:2][C:3](=[O:12])[C:4]1[CH:9]=[CH:8][C:7]([O:10][CH3:19])=[CH:6][C:5]=1[Cl:11]. Given the reactants [CH3:1][O:2][C:3](=[O:12])[C:4]1[CH:9]=[CH:8][C:7]([OH:10])=[CH:6][C:5]=1[Cl:11].[H-].[Na+].S(OC)(O[CH3:19])(=O)=O, predict the reaction product. (6) Given the reactants [O:1]=[C:2]1[C:11]2[C:6]3=[C:7]([CH2:12][CH2:13][CH2:14][N:5]3[CH:4]=[C:3]1[C:15]([O:17][CH2:18][CH3:19])=[O:16])[CH:8]=[CH:9][CH:10]=2.[Br:20]Br.O, predict the reaction product. The product is: [Br:20][C:9]1[CH:10]=[C:11]2[C:6]3=[C:7]([CH2:12][CH2:13][CH2:14][N:5]3[CH:4]=[C:3]([C:15]([O:17][CH2:18][CH3:19])=[O:16])[C:2]2=[O:1])[CH:8]=1. (7) Given the reactants Br[C:2]1[S:3][C:4]([CH3:11])=[C:5]([C:7]([O:9][CH3:10])=[O:8])[N:6]=1.[NH:12]1[CH2:17][CH2:16][O:15][CH2:14][CH2:13]1, predict the reaction product. The product is: [CH3:11][C:4]1[S:3][C:2]([N:12]2[CH2:17][CH2:16][O:15][CH2:14][CH2:13]2)=[N:6][C:5]=1[C:7]([O:9][CH3:10])=[O:8]. (8) The product is: [C:28]([O:27][C:25](=[O:26])[NH:24][C:20]1([C:17]2[CH:16]=[CH:15][C:14]([C:12]3[N:46]=[C:43]4[C:42]([O:47][CH3:48])=[CH:41][C:40]([Br:39])=[CH:45][N:44]4[C:11]=3[C:32]3[CH:37]=[CH:36][CH:35]=[CH:34][CH:33]=3)=[CH:19][CH:18]=2)[CH2:21][CH2:22][CH2:23]1)([CH3:31])([CH3:29])[CH3:30]. Given the reactants COC(C1C=C(Cl)C2N([C:11]([C:32]3[CH:37]=[CH:36][CH:35]=[CH:34][CH:33]=3)=[C:12]([C:14]3[CH:19]=[CH:18][C:17]([C:20]4([NH:24][C:25]([O:27][C:28]([CH3:31])([CH3:30])[CH3:29])=[O:26])[CH2:23][CH2:22][CH2:21]4)=[CH:16][CH:15]=3)N=2)C=1)=O.[Br:39][C:40]1[CH:41]=[C:42]([O:47][CH3:48])[C:43]([NH2:46])=[N:44][CH:45]=1, predict the reaction product. (9) Given the reactants [CH3:1][O:2][C:3]1[CH:4]=[C:5]([C:9]([C:11]2[C:19]3[C:14](=[N:15][CH:16]=[C:17](Br)[CH:18]=3)[N:13]([Si](C(C)C)(C(C)C)C(C)C)[CH:12]=2)=[O:10])[CH:6]=[CH:7][CH:8]=1.[NH2:31][C:32]1[CH:37]=[CH:36][CH:35]=[CH:34][CH:33]=1.CC(C)([O-])C.[Na+].C(P(C(C)(C)C)C(C)(C)C)(C)(C)C, predict the reaction product. The product is: [CH3:1][O:2][C:3]1[CH:4]=[C:5]([C:9]([C:11]2[C:19]3[C:14](=[N:15][CH:16]=[C:17]([NH:31][C:32]4[CH:37]=[CH:36][CH:35]=[CH:34][CH:33]=4)[CH:18]=3)[NH:13][CH:12]=2)=[O:10])[CH:6]=[CH:7][CH:8]=1.